From a dataset of Full USPTO retrosynthesis dataset with 1.9M reactions from patents (1976-2016). Predict the reactants needed to synthesize the given product. (1) Given the product [Br:6][C:7]1[S:8][C:9]([S:2]([Cl:1])(=[O:5])=[O:3])=[CH:10][C:11]=1[Cl:12], predict the reactants needed to synthesize it. The reactants are: [Cl:1][S:2]([OH:5])(=O)=[O:3].[Br:6][C:7]1[S:8][CH:9]=[CH:10][C:11]=1[Cl:12].ClCl. (2) Given the product [Cl:16][C:12]1[CH:13]=[CH:14][C:15]2[N:7]([C:3]3[CH:2]=[CH:6][S:5][CH:4]=3)[C:8]3[CH2:20][CH2:19][N:18]([CH3:21])[CH2:17][C:9]=3[C:10]=2[CH:11]=1, predict the reactants needed to synthesize it. The reactants are: Br[C:2]1[C:3]([N:7]2[C:15]3[CH:14]=[CH:13][C:12]([Cl:16])=[CH:11][C:10]=3[C:9]3[CH2:17][N:18]([CH3:21])[CH2:19][CH2:20][C:8]2=3)=[CH:4][S:5][CH:6]=1.N1C=CC(B(O)O)=CC=1.[O-]P([O-])([O-])=O.[K+].[K+].[K+]. (3) Given the product [Cl:1][C:2]1[C:3]([F:29])=[C:4]([C@:8]([C@@H:16]2[CH2:21][CH2:20][CH2:19][NH:18][CH2:17]2)([OH:15])[CH2:9][CH2:10][CH2:11][CH2:12][O:13][CH3:14])[CH:5]=[CH:6][CH:7]=1, predict the reactants needed to synthesize it. The reactants are: [Cl:1][C:2]1[C:3]([F:29])=[C:4]([C@:8]([C@@H:16]2[CH2:21][CH2:20][CH2:19][N:18](C(OC(C)(C)C)=O)[CH2:17]2)([OH:15])[CH2:9][CH2:10][CH2:11][CH2:12][O:13][CH3:14])[CH:5]=[CH:6][CH:7]=1.C([O-])(O)=O.[Na+]. (4) The reactants are: Cl.[Cl:2][CH2:3][CH2:4][NH:5][CH2:6][CH2:7][Cl:8].Cl[C:10]([O:12][CH2:13][C:14]1[CH:19]=[CH:18][CH:17]=[CH:16][CH:15]=1)=[O:11].[OH-].[Na+].ClC([O-])=O. Given the product [CH2:13]([O:12][C:10](=[O:11])[N:5]([CH2:6][CH2:7][Cl:8])[CH2:4][CH2:3][Cl:2])[C:14]1[CH:19]=[CH:18][CH:17]=[CH:16][CH:15]=1, predict the reactants needed to synthesize it.